Predict the reaction yield, written as a fraction of the theoretical maximum amount of product (1.0 means a 100% yield; for example, 0.34 means a 34% yield). From a dataset of Reaction yield outcomes from USPTO patents with 853,638 reactions. (1) The reactants are C1C=C(Cl)C=C(C(OO)=[O:9])C=1.[N:12]1([C:18]([O:20][C:21]([CH3:24])([CH3:23])[CH3:22])=[O:19])[CH2:17][CH2:16][CH:15]=[CH:14][CH2:13]1.S([O-])([O-])=O.[Na+].[Na+].C(=O)(O)[O-].[Na+]. The catalyst is C(Cl)Cl. The product is [CH:14]12[O:9][CH:15]1[CH2:16][CH2:17][N:12]([C:18]([O:20][C:21]([CH3:24])([CH3:23])[CH3:22])=[O:19])[CH2:13]2. The yield is 0.990. (2) The reactants are [CH2:1]([C:5]1[N:6]=[C:7]([CH2:27][CH2:28][O:29][CH3:30])[NH:8][C:9](=[O:26])[C:10]=1[CH2:11][C:12]1[CH:17]=[CH:16][C:15]([C:18]2[C:19]([C:24]#[N:25])=[CH:20][CH:21]=[CH:22][CH:23]=2)=[CH:14][CH:13]=1)[CH2:2][CH2:3][CH3:4].[O:31]1[C:35]2[CH:36]=[CH:37][C:38](B(O)O)=[CH:39][C:34]=2[CH2:33][CH2:32]1.N1C=CC=CC=1.C(N(CC)CC)C. The catalyst is C(OCC)(=O)C.C([O-])(=O)C.[Cu+2].C([O-])(=O)C.ClCCl. The product is [CH2:1]([C:5]1[N:6]=[C:7]([CH2:27][CH2:28][O:29][CH3:30])[N:8]([C:38]2[CH:37]=[CH:36][C:35]3[O:31][CH2:32][CH2:33][C:34]=3[CH:39]=2)[C:9](=[O:26])[C:10]=1[CH2:11][C:12]1[CH:17]=[CH:16][C:15]([C:18]2[C:19]([C:24]#[N:25])=[CH:20][CH:21]=[CH:22][CH:23]=2)=[CH:14][CH:13]=1)[CH2:2][CH2:3][CH3:4]. The yield is 0.720. (3) The yield is 0.182. The product is [NH:1]1[C:9]2[C:4](=[CH:5][CH:6]=[C:7]([NH:10][C:11]3[C:12]4[C:13](=[O:14])[NH:30][CH2:29][C:17]=4[CH:18]=[C:19]([NH:21][C@@H:22]4[CH2:27][CH2:26][CH2:25][CH2:24][C@@H:23]4[NH2:28])[N:20]=3)[CH:8]=2)[CH:3]=[N:2]1. The reactants are [NH:1]1[C:9]2[C:4](=[CH:5][CH:6]=[C:7]([NH:10][C:11]3[N:20]=[C:19]([NH:21][C@@H:22]4[CH2:27][CH2:26][CH2:25][CH2:24][C@@H:23]4[NH2:28])[CH:18]=[C:17]([C:29]#[N:30])[C:12]=3[C:13](OC)=[O:14])[CH:8]=2)[CH:3]=[N:2]1. The catalyst is CO.[Pd]. (4) The reactants are C([NH:9][C:10](=[O:27])[NH:11][C:12]1[S:16][C:15]([C:17]([O:19][C:20]([CH3:23])([CH3:22])[CH3:21])=[O:18])=[C:14]([CH3:24])[C:13]=1[C:25]#[N:26])(=O)C1C=CC=CC=1.[OH-].[Na+]. The catalyst is CCO. The product is [NH2:26][C:25]1[C:13]2[C:14]([CH3:24])=[C:15]([C:17]([O:19][C:20]([CH3:23])([CH3:22])[CH3:21])=[O:18])[S:16][C:12]=2[NH:11][C:10](=[O:27])[N:9]=1. The yield is 0.630. (5) The reactants are Cl[C:2]1[N:7]=[C:6]([NH2:8])[N:5]=[C:4]2[NH:9][N:10]=[CH:11][C:3]=12.[C:12](O)(=[O:14])C. The catalyst is C[O-].[Na+]. The product is [CH3:12][O:14][C:2]1[N:7]=[C:6]([NH2:8])[N:5]=[C:4]2[NH:9][N:10]=[CH:11][C:3]=12. The yield is 0.990. (6) The reactants are [F-].C([N+](CCCC)(CCCC)CCCC)CCC.[CH2:19]([C:21]([C:37]1[CH:42]=[CH:41][C:40]([OH:43])=[C:39]([CH3:44])[CH:38]=1)([C:24]1[CH:29]=[CH:28][C:27]([C:30]#[C:31][Si](C)(C)C)=[C:26]([CH3:36])[CH:25]=1)[CH2:22][CH3:23])[CH3:20]. The catalyst is O1CCCC1. The product is [CH2:19]([C:21]([C:37]1[CH:42]=[CH:41][C:40]([OH:43])=[C:39]([CH3:44])[CH:38]=1)([C:24]1[CH:29]=[CH:28][C:27]([C:30]#[CH:31])=[C:26]([CH3:36])[CH:25]=1)[CH2:22][CH3:23])[CH3:20]. The yield is 0.940. (7) The reactants are [Cl:1][C:2]1[CH:7]=[CH:6][C:5]([C:8]2[CH:13]=[N:12][N:11]3[C:14](=[O:17])[NH:15][N:16]=[C:10]3[C:9]=2[C:18]2[CH:23]=[CH:22][C:21]([Cl:24])=[CH:20][CH:19]=2)=[CH:4][CH:3]=1.[C:25]1([N:31]2[C:35](Cl)=[N:34][N:33]=[N:32]2)[CH:30]=[CH:29][CH:28]=[CH:27][CH:26]=1.C([O-])([O-])=O.[K+].[K+]. The catalyst is CN(C=O)C.C(OCC)(=O)C.Cl. The product is [Cl:1][C:2]1[CH:7]=[CH:6][C:5]([C:8]2[CH:13]=[N:12][N:11]3[C:14](=[O:17])[N:15]([C:35]4[N:31]([C:25]5[CH:30]=[CH:29][CH:28]=[CH:27][CH:26]=5)[N:32]=[N:33][N:34]=4)[N:16]=[C:10]3[C:9]=2[C:18]2[CH:23]=[CH:22][C:21]([Cl:24])=[CH:20][CH:19]=2)=[CH:4][CH:3]=1. The yield is 0.100. (8) The reactants are Cl[C:2]1[CH:11]=[CH:10][CH:9]=[CH:8][C:3]=1[CH2:4][CH2:5][CH:6]=[O:7].[CH:12]1(/[CH:18]=[CH:19]/[C:20](=[O:26])[C:21]([O:23][CH2:24][CH3:25])=[O:22])[CH2:17][CH2:16][CH2:15][CH2:14][CH2:13]1. The catalyst is C(Cl)(Cl)Cl. The product is [CH2:4]([C@@H:5]1[C:6](=[O:7])[O:26][C:20]([C:21]([O:23][CH2:24][CH3:25])=[O:22])=[CH:19][C@@H:18]1[CH:12]1[CH2:17][CH2:16][CH2:15][CH2:14][CH2:13]1)[C:3]1[CH:8]=[CH:9][CH:10]=[CH:11][CH:2]=1. The yield is 0.850.